From a dataset of Catalyst prediction with 721,799 reactions and 888 catalyst types from USPTO. Predict which catalyst facilitates the given reaction. Reactant: C(OC([N:8]1[CH:12]=[CH:11][CH:10]=[C:9]1[C:13]1[CH:22]=[C:21]2[C:16]([CH:17]=[C:18]([CH2:23][CH2:24][N:25]3[CH2:29][CH2:28][CH2:27][C@H:26]3[CH3:30])[N:19]=[N:20]2)=[CH:15][CH:14]=1)=O)(C)(C)C.C[O-].[Na+]. Product: [CH3:30][C@@H:26]1[CH2:27][CH2:28][CH2:29][N:25]1[CH2:24][CH2:23][C:18]1[N:19]=[N:20][C:21]2[C:16]([CH:17]=1)=[CH:15][CH:14]=[C:13]([C:9]1[NH:8][CH:12]=[CH:11][CH:10]=1)[CH:22]=2. The catalyst class is: 7.